From a dataset of Forward reaction prediction with 1.9M reactions from USPTO patents (1976-2016). Predict the product of the given reaction. (1) Given the reactants [F:1][C:2]1[CH:7]=[C:6]([OH:8])[CH:5]=[CH:4][C:3]=1[C:9]1[N:14]=[C:13]2[NH:15][N:16]=[C:17]([CH3:18])[C:12]2=[C:11]([CH2:19][N:20]2[C:25]([CH3:27])([CH3:26])[CH2:24][N:23]([C:28](=[O:32])[CH2:29][O:30]C)[C:22]([CH3:34])([CH3:33])[CH2:21]2)[CH:10]=1.FC1C=C(O)C=CC=1C1N=C2NN=C(C)C2=C(CN2CC(C)(C)NCC2(C)C)C=1.C(OCC(Cl)=O)(=O)C, predict the reaction product. The product is: [F:1][C:2]1[CH:7]=[C:6]([OH:8])[CH:5]=[CH:4][C:3]=1[C:9]1[N:14]=[C:13]2[NH:15][N:16]=[C:17]([CH3:18])[C:12]2=[C:11]([CH2:19][N:20]2[C:25]([CH3:27])([CH3:26])[CH2:24][N:23]([C:28](=[O:32])[CH2:29][OH:30])[C:22]([CH3:34])([CH3:33])[CH2:21]2)[CH:10]=1. (2) Given the reactants [F:1][C:2]([F:15])([F:14])[C:3]1[CH:13]=[CH:12][C:6]([CH2:7][CH2:8][C:9](O)=[O:10])=[CH:5][CH:4]=1.CO.O, predict the reaction product. The product is: [F:1][C:2]([F:14])([F:15])[C:3]1[CH:4]=[CH:5][C:6]([CH2:7][CH2:8][CH2:9][OH:10])=[CH:12][CH:13]=1. (3) Given the reactants [F:1][C:2]1[C:7](B(O)O)=[CH:6][CH:5]=[CH:4][N:3]=1.FC(F)(F)S(O[C:17]1[CH:30]=[C:29]2[C:20]([O:21][C:22]3[C:23]([F:50])=[CH:24][C:25]([C:44]4[CH2:45][CH2:46][O:47][CH2:48][CH:49]=4)=[CH:26][C:27]=3[C@:28]32[N:35]=[C:34]([NH:36]C(OC(C)(C)C)=O)[CH2:33][O:32][CH2:31]3)=[CH:19][CH:18]=1)(=O)=O.C(=O)([O-])[O-].[Na+].[Na+].C(O)(C(F)(F)F)=O, predict the reaction product. The product is: [O:47]1[CH2:48][CH:49]=[C:44]([C:25]2[CH:24]=[C:23]([F:50])[C:22]3[O:21][C:20]4[C:29](=[CH:30][C:17]([C:7]5[C:2]([F:1])=[N:3][CH:4]=[CH:5][CH:6]=5)=[CH:18][CH:19]=4)[C@:28]4([N:35]=[C:34]([NH2:36])[CH2:33][O:32][CH2:31]4)[C:27]=3[CH:26]=2)[CH2:45][CH2:46]1. (4) Given the reactants [C:1]([NH:5][C:6](=[O:23])[C:7]1[CH:12]=[CH:11][C:10]([NH:13][C:14]2[C:19]([C:20]#[N:21])=[CH:18][N:17]=[C:16](Cl)[N:15]=2)=[CH:9][CH:8]=1)([CH3:4])([CH3:3])[CH3:2].[C:24]([O:28][C:29](=[O:36])[NH:30][C@H:31]1[CH2:35][CH2:34][NH:33][CH2:32]1)([CH3:27])([CH3:26])[CH3:25].CCN(C(C)C)C(C)C, predict the reaction product. The product is: [C:24]([O:28][C:29](=[O:36])[NH:30][C@H:31]1[CH2:35][CH2:34][N:33]([C:16]2[N:15]=[C:14]([NH:13][C:10]3[CH:11]=[CH:12][C:7]([C:6](=[O:23])[NH:5][C:1]([CH3:4])([CH3:3])[CH3:2])=[CH:8][CH:9]=3)[C:19]([C:20]#[N:21])=[CH:18][N:17]=2)[CH2:32]1)([CH3:27])([CH3:25])[CH3:26].